Dataset: Forward reaction prediction with 1.9M reactions from USPTO patents (1976-2016). Task: Predict the product of the given reaction. (1) Given the reactants C[O:2][C:3]1[CH:4]=[C:5]2[C:10](=[CH:11][CH:12]=1)[CH:9]([C:13]1[CH:18]=[C:17]([F:19])[C:16]([F:20])=[C:15]([F:21])[CH:14]=1)[N:8]([C:22]1[CH:27]=[CH:26][CH:25]=[CH:24][CH:23]=1)[CH2:7][CH2:6]2.C(Cl)Cl, predict the reaction product. The product is: [C:22]1([N:8]2[CH2:7][CH2:6][C:5]3[C:10](=[CH:11][CH:12]=[C:3]([OH:2])[CH:4]=3)[CH:9]2[C:13]2[CH:18]=[C:17]([F:19])[C:16]([F:20])=[C:15]([F:21])[CH:14]=2)[CH:27]=[CH:26][CH:25]=[CH:24][CH:23]=1. (2) Given the reactants C(N(CC)C(C)C)(C)C.[CH3:10][S:11](Cl)(=[O:13])=[O:12].[Cl:15][C:16]1[CH:17]=[C:18]([NH:30][C:31]2[C:40]3[C:35](=[CH:36][CH:37]=[C:38]([O:41][CH2:42][CH:43]4[CH2:47][CH2:46][NH:45][CH2:44]4)[CH:39]=3)[N:34]=[CH:33][N:32]=2)[CH:19]=[CH:20][C:21]=1[O:22][CH2:23][C:24]1[CH:29]=[CH:28][CH:27]=[CH:26][N:25]=1, predict the reaction product. The product is: [Cl:15][C:16]1[CH:17]=[C:18]([NH:30][C:31]2[C:40]3[C:35](=[CH:36][CH:37]=[C:38]([O:41][CH2:42][CH:43]4[CH2:47][CH2:46][N:45]([S:11]([CH3:10])(=[O:13])=[O:12])[CH2:44]4)[CH:39]=3)[N:34]=[CH:33][N:32]=2)[CH:19]=[CH:20][C:21]=1[O:22][CH2:23][C:24]1[CH:29]=[CH:28][CH:27]=[CH:26][N:25]=1. (3) The product is: [CH2:8]([NH:15][C:16](=[O:23])[C@H:17]([OH:22])[CH:18]([NH:21][C:39](=[O:40])[CH2:38][CH2:37][S:34]([CH2:33][C:28]1[CH:29]=[CH:30][CH:31]=[CH:32][C:27]=1[O:26][CH:25]([F:24])[F:42])(=[O:35])=[O:36])[CH2:19][CH3:20])[C:9]1[CH:14]=[CH:13][CH:12]=[CH:11][CH:10]=1. Given the reactants OC(C(F)(F)F)=O.[CH2:8]([NH:15][C:16](=[O:23])[C@H:17]([OH:22])[CH:18]([NH2:21])[CH2:19][CH3:20])[C:9]1[CH:14]=[CH:13][CH:12]=[CH:11][CH:10]=1.[F:24][CH:25]([F:42])[O:26][C:27]1[CH:32]=[CH:31][CH:30]=[CH:29][C:28]=1[CH2:33][S:34]([CH2:37][CH2:38][C:39](O)=[O:40])(=[O:36])=[O:35].C1C=CC2N(O)N=NC=2C=1.C(Cl)CCl.CN1CCOCC1, predict the reaction product. (4) Given the reactants [C:1]([O:5][C:6]([N:8]1[CH2:13][CH2:12][CH:11]([C:14]2[N:15]([CH2:30][CH2:31]OS(C)(=O)=O)[CH:16]=[C:17]([C:19]3[CH:24]=[CH:23][C:22]([F:25])=[C:21]([C:26]([F:29])([F:28])[F:27])[CH:20]=3)[N:18]=2)[CH2:10][CH2:9]1)=[O:7])([CH3:4])([CH3:3])[CH3:2].[NH:37]1[CH2:43][CH2:42][CH2:41][C@@H:38]1[CH2:39][OH:40].CN(C=O)C, predict the reaction product. The product is: [C:1]([O:5][C:6]([N:8]1[CH2:9][CH2:10][CH:11]([C:14]2[N:15]([CH2:30][CH2:31][N:37]3[CH2:43][CH2:42][CH2:41][C@@H:38]3[CH2:39][OH:40])[CH:16]=[C:17]([C:19]3[CH:24]=[CH:23][C:22]([F:25])=[C:21]([C:26]([F:28])([F:29])[F:27])[CH:20]=3)[N:18]=2)[CH2:12][CH2:13]1)=[O:7])([CH3:4])([CH3:2])[CH3:3]. (5) Given the reactants [C:1]([Cu])#[N:2].[CH2:4]([CH:11]1[N:16]([CH3:17])[C:15](=[O:18])[C:14](=[CH:19][C:20]2[CH:25]=[CH:24][CH:23]=[CH:22][C:21]=2Br)[N:13]([CH3:27])[C:12]1=[O:28])[C:5]1[CH:10]=[CH:9][CH:8]=[CH:7][CH:6]=1.O.[C-]#N.[Na+], predict the reaction product. The product is: [CH2:4]([CH:11]1[C:12](=[O:28])[N:13]([CH3:27])[C:14](=[CH:19][C:20]2[CH:25]=[CH:24][CH:23]=[CH:22][C:21]=2[C:1]#[N:2])[C:15](=[O:18])[N:16]1[CH3:17])[C:5]1[CH:10]=[CH:9][CH:8]=[CH:7][CH:6]=1. (6) Given the reactants [NH2:1][C:2]1[C:6]([C:7]([O:9][CH3:10])=[O:8])=[C:5]([CH2:11][N:12]([CH3:14])[CH3:13])[N:4]([C:15]2[CH:20]=[CH:19][C:18]([N+:21]([O-:23])=[O:22])=[CH:17][CH:16]=2)[N:3]=1.C(N(CC)CC)C.Cl[C:32](Cl)([O:34]C(=O)OC(Cl)(Cl)Cl)Cl.[NH2:43][C:44]1[N:45]=[N:46][C:47]([O:50][CH3:51])=[CH:48][CH:49]=1, predict the reaction product. The product is: [CH3:14][N:12]([CH2:11][C:5]1[N:4]([C:15]2[CH:16]=[CH:17][C:18]([N+:21]([O-:23])=[O:22])=[CH:19][CH:20]=2)[N:3]=[C:2]([NH:1][C:32]([NH:43][C:44]2[N:45]=[N:46][C:47]([O:50][CH3:51])=[CH:48][CH:49]=2)=[O:34])[C:6]=1[C:7]([O:9][CH3:10])=[O:8])[CH3:13]. (7) The product is: [C:36]1(=[O:45])[C:37]2[C:42](=[CH:41][CH:40]=[CH:39][CH:38]=2)[C:43](=[O:44])[NH:35]1. Given the reactants [N+](C)([O-])=O.C(=O)([O-])[O-].[K+].[K+].BrC1C=C(C(=O)/C=C(\C2C=C(Cl)C=C(Cl)C=2)/C(F)(F)F)C=CC=1C[N:35]1[C:43](=[O:44])[C:42]2[C:37](=[CH:38][CH:39]=[CH:40][CH:41]=2)[C:36]1=[O:45].O, predict the reaction product.